From a dataset of Catalyst prediction with 721,799 reactions and 888 catalyst types from USPTO. Predict which catalyst facilitates the given reaction. (1) Reactant: [NH:1]1[C:5]2[CH:6]=[CH:7][CH:8]=[CH:9][C:4]=2[N:3]=[C:2]1[NH:10][C:11]1[CH:42]=[CH:41][C:14]([CH2:15][NH:16][C:17]([C:19]2[CH:20]=[CH:21][C:22]3[CH:28]([CH2:29][C:30]([O:32]C)=[O:31])[C:27]4[CH:34]=[CH:35][CH:36]=[CH:37][C:26]=4[C:25](=[O:38])[N:24]([CH3:39])[C:23]=3[CH:40]=2)=[O:18])=[CH:13][CH:12]=1.CO.[OH-].[Na+:46]. Product: [NH:1]1[C:5]2[CH:6]=[CH:7][CH:8]=[CH:9][C:4]=2[N:3]=[C:2]1[NH:10][C:11]1[CH:42]=[CH:41][C:14]([CH2:15][NH:16][C:17]([C:19]2[CH:20]=[CH:21][C:22]3[CH:28]([CH2:29][C:30]([O-:32])=[O:31])[C:27]4[CH:34]=[CH:35][CH:36]=[CH:37][C:26]=4[C:25](=[O:38])[N:24]([CH3:39])[C:23]=3[CH:40]=2)=[O:18])=[CH:13][CH:12]=1.[Na+:46]. The catalyst class is: 6. (2) Reactant: Cl[CH2:2][CH2:3][CH2:4][O:5][C:6]1[CH:7]=[CH:8][C:9]2[N:13]=[CH:12][N:11]([C:14]3[S:15][C:16]([C:26]([NH2:28])=[O:27])=[C:17]([C:19]4[CH:24]=[CH:23][CH:22]=[C:21]([Cl:25])[CH:20]=4)[N:18]=3)[C:10]=2[CH:29]=1.C(=O)([O-])[O-].[K+].[K+].[I-].[K+].[OH:38][CH2:39][CH2:40][NH:41][CH2:42][CH2:43][OH:44]. Product: [OH:38][CH2:39][CH2:40][N:41]([CH2:42][CH2:43][OH:44])[CH2:2][CH2:3][CH2:4][O:5][C:6]1[CH:7]=[CH:8][C:9]2[N:13]=[CH:12][N:11]([C:14]3[S:15][C:16]([C:26]([NH2:28])=[O:27])=[C:17]([C:19]4[CH:24]=[CH:23][CH:22]=[C:21]([Cl:25])[CH:20]=4)[N:18]=3)[C:10]=2[CH:29]=1. The catalyst class is: 9.